From a dataset of Catalyst prediction with 721,799 reactions and 888 catalyst types from USPTO. Predict which catalyst facilitates the given reaction. Reactant: [OH:1][C:2]1[CH:7]=[CH:6][C:5]([C:8](=[O:10])[CH3:9])=[CH:4][CH:3]=1.Br[CH2:12][CH2:13][Cl:14].C([O-])([O-])=O.[K+].[K+]. Product: [Cl:14][CH2:13][CH2:12][O:1][C:2]1[CH:7]=[CH:6][C:5]([C:8](=[O:10])[CH3:9])=[CH:4][CH:3]=1. The catalyst class is: 21.